Dataset: Reaction yield outcomes from USPTO patents with 853,638 reactions. Task: Predict the reaction yield, written as a fraction of the theoretical maximum amount of product (1.0 means a 100% yield; for example, 0.34 means a 34% yield). (1) The reactants are [C:1]([C:5]1[CH:10]=[CH:9][C:8]([N:11]2[C:19]3[C:14](=[CH:15][CH:16]=[CH:17][CH:18]=3)[C:13]([CH:20]=[O:21])=[C:12]2Cl)=[CH:7][CH:6]=1)([CH3:4])([CH3:3])[CH3:2].[CH3:23][N:24]([CH3:28])[CH2:25][CH2:26][NH2:27]. The product is [C:1]([C:5]1[CH:10]=[CH:9][C:8]([N:11]2[C:19]3[C:14](=[CH:15][CH:16]=[CH:17][CH:18]=3)[C:13]([CH:20]=[O:21])=[C:12]2[NH:27][CH2:26][CH2:25][N:24]([CH3:28])[CH3:23])=[CH:7][CH:6]=1)([CH3:4])([CH3:3])[CH3:2]. The yield is 0.260. No catalyst specified. (2) The catalyst is CC(N(C)C)=O. The yield is 0.600. The product is [NH2:20][C:18]1[N:19]=[CH:4][C:3]2[C:2](=[C:9]([N+:10]([O-:12])=[O:11])[CH:8]=[CH:7][CH:6]=2)[N:17]=1. The reactants are Cl[C:2]1[C:9]([N+:10]([O-:12])=[O:11])=[CH:8][CH:7]=[CH:6][C:3]=1[CH:4]=O.C(=O)(O)O.[NH2:17][C:18]([NH2:20])=[NH:19].O. (3) The reactants are C(O[CH:4](OCC)[C:5](=[NH:15])[NH:6][CH2:7][C:8]1[CH:13]=[CH:12][CH:11]=[C:10]([F:14])[CH:9]=1)C. The catalyst is S(=O)(=O)(O)O. The product is [F:14][C:10]1[CH:9]=[C:8]2[C:13]([CH:4]=[C:5]([NH2:15])[N:6]=[CH:7]2)=[CH:12][CH:11]=1. The yield is 0.0250. (4) The reactants are Br[C:2]1[CH:3]=[C:4]([CH2:8][CH2:9][OH:10])[CH:5]=[CH:6][CH:7]=1.C[NH:12][CH2:13][CH2:14]NC.[C:17](=[O:20])([O-])[O-:18].[K+].[K+].[Cl-].[NH4+]. The catalyst is O1CCOCC1.[Cu]I. The product is [OH:10][CH2:9][CH2:8][C:4]1[CH:3]=[C:2]([N:12]2[CH2:13][CH2:14][O:18][C:17]2=[O:20])[CH:7]=[CH:6][CH:5]=1. The yield is 0.640.